Task: Predict the product of the given reaction.. Dataset: Forward reaction prediction with 1.9M reactions from USPTO patents (1976-2016) (1) Given the reactants C(OC(=O)[NH:7][CH2:8][CH2:9][CH2:10][C@@H:11]1[NH:29][C:28](=[O:30])[C@@H:27]([NH:31]C(OC(C)(C)C)=O)[CH2:26][C:25]2[CH:39]=[C:21]([CH:22]=[CH:23][C:24]=2[OH:40])[C:20]2=[CH:41][C:16](=[C:17]([OH:42])[CH:18]=[CH:19]2)[CH2:15][C@@H:14]([C:43]([NH:45][CH2:46][CH:47]([OH:57])[CH2:48][NH:49]C(OC(C)(C)C)=O)=[O:44])[NH:13][C:12]1=[O:58])(C)(C)C.[ClH:60].O1CCOCC1, predict the reaction product. The product is: [ClH:60].[ClH:60].[ClH:60].[NH2:31][C@H:27]1[CH2:26][C:25]2[CH:39]=[C:21]([CH:22]=[CH:23][C:24]=2[OH:40])[C:20]2=[CH:41][C:16](=[C:17]([OH:42])[CH:18]=[CH:19]2)[CH2:15][C@@H:14]([C:43]([NH:45][CH2:46][CH:47]([OH:57])[CH2:48][NH2:49])=[O:44])[NH:13][C:12](=[O:58])[C@H:11]([CH2:10][CH2:9][CH2:8][NH2:7])[NH:29][C:28]1=[O:30]. (2) Given the reactants [C:1]([O:9][C:10]1[CH:26]=[CH:25][C:24]([Cl:27])=[CH:23][C:11]=1[C:12]([C:14]1([Br:22])[N:16]=[C:15]1[C:17]([O:19][CH2:20][CH3:21])=[O:18])=[O:13])(=[O:8])[C:2]1[CH:7]=[CH:6][CH:5]=[CH:4][CH:3]=1, predict the reaction product. The product is: [C:1]([O:9][C:10]1[CH:26]=[CH:25][C:24]([Cl:27])=[CH:23][C:11]=1[C:12]1[O:13][N:16]=[C:15]([C:17]([O:19][CH2:20][CH3:21])=[O:18])[C:14]=1[Br:22])(=[O:8])[C:2]1[CH:7]=[CH:6][CH:5]=[CH:4][CH:3]=1. (3) Given the reactants [CH:1]1([CH2:4][N:5]2[C:9]3[CH:10]=[CH:11][C:12]([C:16]4[CH:21]=[CH:20][C:19]([CH2:22][N:23]5[CH2:27][C:26](=[O:28])[N:25]([CH3:29])[C:24]5=[O:30])=[CH:18][CH:17]=4)=[C:13]([CH:14]=[O:15])[C:8]=3[N:7]=[N:6]2)[CH2:3][CH2:2]1.[BH4-].[Na+].O, predict the reaction product. The product is: [CH:1]1([CH2:4][N:5]2[C:9]3[CH:10]=[CH:11][C:12]([C:16]4[CH:21]=[CH:20][C:19]([CH2:22][N:23]5[CH2:27][C:26](=[O:28])[N:25]([CH3:29])[C:24]5=[O:30])=[CH:18][CH:17]=4)=[C:13]([CH2:14][OH:15])[C:8]=3[N:7]=[N:6]2)[CH2:3][CH2:2]1. (4) Given the reactants [CH3:1][C:2]1([CH3:8])[CH2:6][CH2:5][NH:4][C:3]1=[O:7].C[Si](C)(C)[N-][Si](C)(C)C.[Li+].Cl[C:20]([O:22][CH2:23][C:24]1[CH:29]=[CH:28][CH:27]=[CH:26][CH:25]=1)=[O:21], predict the reaction product. The product is: [CH3:1][C:2]1([CH3:8])[CH2:6][CH2:5][N:4]([C:20]([O:22][CH2:23][C:24]2[CH:29]=[CH:28][CH:27]=[CH:26][CH:25]=2)=[O:21])[C:3]1=[O:7]. (5) The product is: [CH:7]1([NH:13][C:14]2[N:19]3[N:20]=[C:21]([NH:23][C:33](=[O:34])[C:30]4[CH:29]=[CH:28][C:27]([CH2:26][N:36]5[CH2:41][CH2:40][O:39][CH2:38][CH2:37]5)=[N:32][CH:31]=4)[N:22]=[C:18]3[CH:17]=[CH:16][CH:15]=2)[CH2:8][CH2:9][CH2:10][CH2:11][CH2:12]1. Given the reactants N1C=CC=CC=1.[CH:7]1([NH:13][C:14]2[N:19]3[N:20]=[C:21]([NH2:23])[N:22]=[C:18]3[CH:17]=[CH:16][CH:15]=2)[CH2:12][CH2:11][CH2:10][CH2:9][CH2:8]1.Cl.Cl[CH2:26][C:27]1[N:32]=[CH:31][C:30]([C:33](Cl)=[O:34])=[CH:29][CH:28]=1.[NH:36]1[CH2:41][CH2:40][O:39][CH2:38][CH2:37]1, predict the reaction product. (6) Given the reactants [CH3:1][O-].[Na+].[N:4]#[C:5][NH2:6].[Cl:7][C:8]1[CH:13]=[C:12]([N:14]=[C:15]=[S:16])[CH:11]=[C:10]([Cl:17])[C:9]=1[C:18]1[CH:23]=[CH:22][CH:21]=[CH:20][CH:19]=1.CI, predict the reaction product. The product is: [C:5](/[N:6]=[C:15](\[S:16][CH3:1])/[NH:14][C:12]1[CH:13]=[C:8]([Cl:7])[C:9]([C:18]2[CH:19]=[CH:20][CH:21]=[CH:22][CH:23]=2)=[C:10]([Cl:17])[CH:11]=1)#[N:4]. (7) Given the reactants [C:1]1([CH3:20])[CH:6]=[CH:5][C:4]([S:7]([N:10]2[CH:14]=[CH:13][C:12](/[CH:15]=[CH:16]/[C:17](O)=[O:18])=[CH:11]2)(=[O:9])=[O:8])=[CH:3][CH:2]=1.C(Cl)(=O)C(Cl)=O.C[Si](C)(C)[O:29][NH2:30].Cl, predict the reaction product. The product is: [OH:29][NH:30][C:17](=[O:18])/[CH:16]=[CH:15]/[C:12]1[CH:13]=[CH:14][N:10]([S:7]([C:4]2[CH:5]=[CH:6][C:1]([CH3:20])=[CH:2][CH:3]=2)(=[O:9])=[O:8])[CH:11]=1. (8) Given the reactants [N:1]1([CH2:6][CH2:7][NH2:8])[CH:5]=[CH:4][CH:3]=[N:2]1.F[C:10]1[CH:15]=[CH:14][C:13]([N+:16]([O-:18])=[O:17])=[CH:12][CH:11]=1.C(N(CC)CC)C, predict the reaction product. The product is: [N+:16]([C:13]1[CH:14]=[CH:15][C:10]([NH:8][CH2:7][CH2:6][N:1]2[CH:5]=[CH:4][CH:3]=[N:2]2)=[CH:11][CH:12]=1)([O-:18])=[O:17]. (9) Given the reactants [C:1]([O:5][C:6]([N:8]([C@H:16]1[CH2:24][CH2:23][CH2:22][C@H:21]([O:25][CH2:26][CH2:27][CH3:28])[C@@H:20]([O:29][C:30]2[CH:35]=[CH:34][CH:33]=[CH:32][CH:31]=2)[C@H:19]([CH3:36])[O:18][C:17]1=[O:37])[C:9](=[O:15])[O:10][C:11]([CH3:14])([CH3:13])[CH3:12])=[O:7])([CH3:4])([CH3:3])[CH3:2].C1C(=O)N([Br:45])C(=O)C1, predict the reaction product. The product is: [Br:45][C:33]1[CH:34]=[CH:35][C:30]([O:29][C@H:20]2[C@H:19]([CH3:36])[O:18][C:17](=[O:37])[C@@H:16]([N:8]([C:6]([O:5][C:1]([CH3:2])([CH3:3])[CH3:4])=[O:7])[C:9](=[O:15])[O:10][C:11]([CH3:12])([CH3:13])[CH3:14])[CH2:24][CH2:23][CH2:22][C@@H:21]2[O:25][CH2:26][CH2:27][CH3:28])=[CH:31][CH:32]=1. (10) Given the reactants [C:1]([CH:3]1[C:26](=[O:27])[C@@H:25]([CH3:28])[C@@H:6]2[CH2:7][CH2:8][C:9]3[CH:10]=[N:11][C:12]([C:15]4[CH:20]=[CH:19][C:18]([C:21]([O:23][CH3:24])=[O:22])=[CH:17][CH:16]=4)=[N:13][C:14]=3[C@@:5]2([C:29]2[CH:30]=[C:31]([CH:36]=[CH:37][CH:38]=2)[C:32]([O:34][CH3:35])=[O:33])[CH2:4]1)#[N:2].BrN1C(C)(C)C(=O)N(Br)C1=O.N1C=CC=CC=1, predict the reaction product. The product is: [C:1]([C:3]1[C:26](=[O:27])[C@@H:25]([CH3:28])[C@@H:6]2[CH2:7][CH2:8][C:9]3[CH:10]=[N:11][C:12]([C:15]4[CH:16]=[CH:17][C:18]([C:21]([O:23][CH3:24])=[O:22])=[CH:19][CH:20]=4)=[N:13][C:14]=3[C@@:5]2([C:29]2[CH:30]=[C:31]([CH:36]=[CH:37][CH:38]=2)[C:32]([O:34][CH3:35])=[O:33])[CH:4]=1)#[N:2].